Dataset: Forward reaction prediction with 1.9M reactions from USPTO patents (1976-2016). Task: Predict the product of the given reaction. Given the reactants Cl[CH:2]([CH2:16][CH3:17])[CH2:3][O:4][N:5]1[C:13](=[O:14])[C:12]2[C:7](=[CH:8][CH:9]=[CH:10][CH:11]=2)[C:6]1=[O:15].[N-:18]=[N+:19]=[N-:20].[Na+], predict the reaction product. The product is: [N:18]([CH:2]([CH2:16][CH3:17])[CH2:3][O:4][N:5]1[C:13](=[O:14])[C:12]2[C:7](=[CH:8][CH:9]=[CH:10][CH:11]=2)[C:6]1=[O:15])=[N+:19]=[N-:20].